This data is from Reaction yield outcomes from USPTO patents with 853,638 reactions. The task is: Predict the reaction yield, written as a fraction of the theoretical maximum amount of product (1.0 means a 100% yield; for example, 0.34 means a 34% yield). (1) The reactants are [CH2:1]([C:8]1[O:9][C:10]([CH3:28])=[C:11]([CH3:27])[C:12]=1[C:13]([C:15]1[CH:20]=[C:19]([CH2:21][CH3:22])[C:18]([O:23]C)=[C:17]([CH2:25][CH3:26])[CH:16]=1)=[O:14])[C:2]1[CH:7]=[CH:6][CH:5]=[CH:4][CH:3]=1.B(Br)(Br)Br.C(Cl)Cl. The catalyst is C(Cl)Cl. The product is [CH2:1]([C:8]1[O:9][C:10]([CH3:28])=[C:11]([CH3:27])[C:12]=1[C:13]([C:15]1[CH:16]=[C:17]([CH2:25][CH3:26])[C:18]([OH:23])=[C:19]([CH2:21][CH3:22])[CH:20]=1)=[O:14])[C:2]1[CH:3]=[CH:4][CH:5]=[CH:6][CH:7]=1. The yield is 0.370. (2) The reactants are Cl[C:2]1[N:7]=[C:6]([N:8]2[CH2:13][CH2:12][O:11][CH2:10][CH2:9]2)[N:5]=[C:4]([N:14]2[C:18]3[CH:19]=[CH:20][CH:21]=[C:22]([O:23][CH3:24])[C:17]=3[N:16]=[C:15]2[CH:25]([F:27])[F:26])[N:3]=1.[NH:28]1[CH2:31][CH:30]([NH:32][C:33](=[O:39])[O:34][C:35]([CH3:38])([CH3:37])[CH3:36])[CH2:29]1. No catalyst specified. The product is [F:26][CH:25]([F:27])[C:15]1[N:14]([C:4]2[N:5]=[C:6]([N:8]3[CH2:13][CH2:12][O:11][CH2:10][CH2:9]3)[N:7]=[C:2]([N:28]3[CH2:31][CH:30]([NH:32][C:33](=[O:39])[O:34][C:35]([CH3:37])([CH3:36])[CH3:38])[CH2:29]3)[N:3]=2)[C:18]2[CH:19]=[CH:20][CH:21]=[C:22]([O:23][CH3:24])[C:17]=2[N:16]=1. The yield is 0.900. (3) The reactants are [O:1]=[C:2]1[C@@H:5]([NH3+:6])[CH2:4][O:3]1.C1(C)C=CC(S([O-])(=O)=O)=CC=1.CCN(CC)CC.[C:25]1([CH2:31][CH2:32][C:33](Cl)=[O:34])[CH:30]=[CH:29][CH:28]=[CH:27][CH:26]=1.CO. The catalyst is C(Cl)Cl. The product is [O:1]=[C:2]1[C@@H:5]([NH:6][C:33](=[O:34])[CH2:32][CH2:31][C:25]2[CH:30]=[CH:29][CH:28]=[CH:27][CH:26]=2)[CH2:4][O:3]1. The yield is 0.600. (4) The reactants are [CH3:1][C:2]1[CH:7]=[C:6]([CH3:8])[NH:5][C:4](=[O:9])[C:3]=1[CH2:10][NH:11][C:12](=[O:37])[C:13]1[CH:18]=[C:17]([C:19]#[C:20][CH:21]2[CH2:26][CH2:25][NH:24][CH2:23][CH2:22]2)[CH:16]=[C:15]([N:27]([CH2:34][CH3:35])[CH:28]2[CH2:33][CH2:32][O:31][CH2:30][CH2:29]2)[C:14]=1[CH3:36].CO.[CH:40](=O)[CH3:41].[Na]. No catalyst specified. The product is [CH3:1][C:2]1[CH:7]=[C:6]([CH3:8])[NH:5][C:4](=[O:9])[C:3]=1[CH2:10][NH:11][C:12](=[O:37])[C:13]1[CH:18]=[C:17]([C:19]#[C:20][CH:21]2[CH2:26][CH2:25][N:24]([CH2:40][CH3:41])[CH2:23][CH2:22]2)[CH:16]=[C:15]([N:27]([CH2:34][CH3:35])[CH:28]2[CH2:33][CH2:32][O:31][CH2:30][CH2:29]2)[C:14]=1[CH3:36]. The yield is 0.850. (5) The reactants are [NH:1]1[C:5]2[CH:6]=[CH:7][CH:8]=[CH:9][C:4]=2[N:3]=[C:2]1[NH:10][C:11]([C:13]1[N:14]=[CH:15][NH:16][C:17]=1[C:18]([NH:20][C:21]1[CH:40]=[CH:39][C:24]([O:25][CH:26]2[CH2:31][CH2:30][N:29](C(OC(C)(C)C)=O)[CH2:28][CH2:27]2)=[C:23]([Cl:41])[CH:22]=1)=[O:19])=[O:12].[ClH:42]. The catalyst is O1CCOCC1. The product is [ClH:41].[NH:1]1[C:5]2[CH:6]=[CH:7][CH:8]=[CH:9][C:4]=2[N:3]=[C:2]1[NH:10][C:11]([C:13]1[N:14]=[CH:15][NH:16][C:17]=1[C:18]([NH:20][C:21]1[CH:40]=[CH:39][C:24]([O:25][CH:26]2[CH2:31][CH2:30][NH:29][CH2:28][CH2:27]2)=[CH:23][C:22]=1[Cl:42])=[O:19])=[O:12]. The yield is 0.990. (6) The reactants are [OH:1][C:2]1[CH:6]=[C:5]([CH3:7])[O:4][N:3]=1.[I-].C[N+]1C=CN([C:15](=[O:24])[N:16]([CH3:23])[C:17]2[CH:22]=[CH:21][CH:20]=[CH:19][CH:18]=2)C=1.C(N(CC)CC)C. The catalyst is C(#N)C. The product is [CH3:7][C:5]1[O:4][N:3]=[C:2]([O:1][C:15](=[O:24])[N:16]([CH3:23])[C:17]2[CH:22]=[CH:21][CH:20]=[CH:19][CH:18]=2)[CH:6]=1. The yield is 0.960.